This data is from Full USPTO retrosynthesis dataset with 1.9M reactions from patents (1976-2016). The task is: Predict the reactants needed to synthesize the given product. Given the product [C:1]([C@H:5]1[CH2:10][CH2:9][C@H:8]([O:11][C:12]2[CH:13]=[C:14]3[C:19](=[CH:20][CH:21]=2)[CH:18]=[C:17]([C:22]([NH:25][CH2:28][CH2:27][C:26]([O:30][CH3:31])=[O:29])([CH3:24])[CH3:23])[CH:16]=[CH:15]3)[CH2:7][CH2:6]1)([CH3:4])([CH3:2])[CH3:3], predict the reactants needed to synthesize it. The reactants are: [C:1]([C@H:5]1[CH2:10][CH2:9][C@H:8]([O:11][C:12]2[CH:13]=[C:14]3[C:19](=[CH:20][CH:21]=2)[CH:18]=[C:17]([C:22]([NH2:25])([CH3:24])[CH3:23])[CH:16]=[CH:15]3)[CH2:7][CH2:6]1)([CH3:4])([CH3:3])[CH3:2].[C:26]([O:30][CH3:31])(=[O:29])[CH:27]=[CH2:28].